This data is from Forward reaction prediction with 1.9M reactions from USPTO patents (1976-2016). The task is: Predict the product of the given reaction. The product is: [O:1]1[CH2:6][CH2:5][CH2:4][CH2:3][CH:2]1[O:7][CH2:8][C:9]1[N:10]=[C:11]([C:14]2[CH:19]=[CH:18][CH:17]=[C:16]([C:20]([F:23])([F:21])[F:22])[CH:15]=2)[S:12][C:13]=1[CH:31]=[O:32]. Given the reactants [O:1]1[CH2:6][CH2:5][CH2:4][CH2:3][CH:2]1[O:7][CH2:8][C:9]1[N:10]=[C:11]([C:14]2[CH:19]=[CH:18][CH:17]=[C:16]([C:20]([F:23])([F:22])[F:21])[CH:15]=2)[S:12][CH:13]=1.C([Li])CCC.CN(C)[CH:31]=[O:32].O, predict the reaction product.